Dataset: Acute oral toxicity (LD50) regression data from Zhu et al.. Task: Regression/Classification. Given a drug SMILES string, predict its toxicity properties. Task type varies by dataset: regression for continuous values (e.g., LD50, hERG inhibition percentage) or binary classification for toxic/non-toxic outcomes (e.g., AMES mutagenicity, cardiotoxicity, hepatotoxicity). Dataset: ld50_zhu. The drug is CN(C)C(=O)Nc1ccc(SC(F)(F)Cl)c(Cl)c1. The rat oral LD50 is 2.97, given as -log10 of the dose in mol/kg body weight (higher means more acutely toxic).